Dataset: Full USPTO retrosynthesis dataset with 1.9M reactions from patents (1976-2016). Task: Predict the reactants needed to synthesize the given product. (1) Given the product [NH:22]1[C:30]2=[N:29][CH:28]=[CH:27][CH:26]=[C:25]2[C:24]([CH:31]=[C:11]2[O:10][C:9]([NH:8][C:5]3[CH:4]=[CH:3][C:2]([F:1])=[CH:7][CH:6]=3)=[C:13]([C:14]([O:16][CH2:17][CH2:18][CH2:19][CH3:20])=[O:15])[C:12]2=[O:21])=[CH:23]1, predict the reactants needed to synthesize it. The reactants are: [F:1][C:2]1[CH:7]=[CH:6][C:5]([NH:8][C:9]2[O:10][CH2:11][C:12](=[O:21])[C:13]=2[C:14]([O:16][CH2:17][CH2:18][CH2:19][CH3:20])=[O:15])=[CH:4][CH:3]=1.[NH:22]1[C:30]2[C:25](=[CH:26][CH:27]=[CH:28][N:29]=2)[C:24]([CH:31]=O)=[CH:23]1.N1CCC[C@H]1C(O)=O. (2) The reactants are: [H-].[Na+].[CH3:3][S:4]([NH2:7])(=[O:6])=[O:5].[F:8][CH:9]1[CH2:12][N:11]([C:13]2[CH:14]=[C:15]([CH:19]3[C:28]([CH3:30])([CH3:29])[CH2:27][C:26]4[C:21](=[CH:22][CH:23]=[C:24]([C:31](O)=[O:32])[CH:25]=4)[NH:20]3)[CH:16]=[CH:17][CH:18]=2)[CH2:10]1.C(N1C=CN=C1)(N1C=CN=C1)=O. Given the product [F:8][CH:9]1[CH2:12][N:11]([C:13]2[CH:14]=[C:15]([CH:19]3[C:28]([CH3:29])([CH3:30])[CH2:27][C:26]4[C:21](=[CH:22][CH:23]=[C:24]([C:31]([NH:7][S:4]([CH3:3])(=[O:6])=[O:5])=[O:32])[CH:25]=4)[NH:20]3)[CH:16]=[CH:17][CH:18]=2)[CH2:10]1, predict the reactants needed to synthesize it. (3) Given the product [Cl:2][C:3]1[CH:22]=[C:21]([Cl:23])[CH:20]=[CH:19][C:4]=1[CH2:5][NH:6][C@H:7]1[CH2:11][CH2:10][N:9]([C:12]2[CH:17]=[CH:16][C:15]([C:24]#[C:25][CH3:26])=[CH:14][N:13]=2)[CH2:8]1, predict the reactants needed to synthesize it. The reactants are: Cl.[Cl:2][C:3]1[CH:22]=[C:21]([Cl:23])[CH:20]=[CH:19][C:4]=1[CH2:5][NH:6][CH:7]1[CH2:11][CH2:10][N:9]([C:12]2[CH:17]=[CH:16][C:15](I)=[CH:14][N:13]=2)[CH2:8]1.[CH:24]#[C:25][CH3:26]. (4) Given the product [F:20][C:17]1[CH:18]=[C:19]2[C:11]([C:9]3[N:8]=[C:7]4[C:3]([N:4]([CH2:30][C:31]([F:33])([F:34])[F:32])[C:5](=[O:29])[NH:6]4)=[C:2]([I:43])[N:10]=3)=[N:12][N:13]([CH2:21][C:22]3[CH:27]=[CH:26][CH:25]=[CH:24][C:23]=3[F:28])[C:14]2=[N:15][CH:16]=1, predict the reactants needed to synthesize it. The reactants are: N[C:2]1[N:10]=[C:9]([C:11]2[C:19]3[C:14](=[N:15][CH:16]=[C:17]([F:20])[CH:18]=3)[N:13]([CH2:21][C:22]3[CH:27]=[CH:26][CH:25]=[CH:24][C:23]=3[F:28])[N:12]=2)[N:8]=[C:7]2[C:3]=1[N:4]([CH2:30][C:31]([F:34])([F:33])[F:32])[C:5](=[O:29])[NH:6]2.N(OCCC(C)C)=O.[I:43]CI. (5) Given the product [Cl:17][C:11]1[CH:10]=[C:9]([C:6]2[CH:7]=[CH:8][N:4]([CH2:3][C@@H:2]([NH:1][C:25]([C:23]3[O:22][N:21]=[C:20]([CH3:19])[N:24]=3)=[O:26])[CH3:18])[N:5]=2)[CH:16]=[CH:15][C:12]=1[C:13]#[N:14], predict the reactants needed to synthesize it. The reactants are: [NH2:1][C@@H:2]([CH3:18])[CH2:3][N:4]1[CH:8]=[CH:7][C:6]([C:9]2[CH:16]=[CH:15][C:12]([C:13]#[N:14])=[C:11]([Cl:17])[CH:10]=2)=[N:5]1.[CH3:19][C:20]1[N:24]=[C:23]([C:25](O)=[O:26])[O:22][N:21]=1. (6) Given the product [CH3:2][C:3]12[C:24](=[O:25])[CH2:23][CH2:22][CH:4]1[CH:5]1[C:10]([CH2:11][CH2:12]2)=[C:9]([CH2:13][CH2:14][C:15](=[O:16])[CH3:20])[C:8](=[O:21])[CH2:7][O:6]1, predict the reactants needed to synthesize it. The reactants are: Cl.[CH3:2][C:3]12[C:24](=[O:25])[CH2:23][CH2:22][CH:4]1[CH:5]1[C:10]([CH2:11][CH2:12]2)=[C:9]([CH2:13][CH2:14][C:15]2([CH3:20])OCC[O:16]2)[C:8](=[O:21])[CH2:7][O:6]1.